Dataset: Full USPTO retrosynthesis dataset with 1.9M reactions from patents (1976-2016). Task: Predict the reactants needed to synthesize the given product. Given the product [CH2:30]([S:29][C:24]1[CH:25]=[CH:26][CH:27]=[CH:28][C:23]=1[C:11]1[N:10]=[CH:9][C:18]2[C:13](=[CH:14][C:15]([C:19]([F:21])([F:22])[F:20])=[CH:16][CH:17]=2)[N:12]=1)[CH3:31], predict the reactants needed to synthesize it. The reactants are: N(OC(C)(C)C)=O.N[C:9]1[C:18]2[C:13](=[CH:14][C:15]([C:19]([F:22])([F:21])[F:20])=[CH:16][CH:17]=2)[N:12]=[C:11]([C:23]2[CH:28]=[CH:27][CH:26]=[CH:25][C:24]=2[S:29][CH2:30][CH3:31])[N:10]=1.CN(C=O)C.